This data is from Reaction yield outcomes from USPTO patents with 853,638 reactions. The task is: Predict the reaction yield, written as a fraction of the theoretical maximum amount of product (1.0 means a 100% yield; for example, 0.34 means a 34% yield). (1) The reactants are Br[C:2]1[CH:3]=[N:4][C:5]([N:8]2[CH2:13][CH2:12][CH2:11][C@H:10]([CH2:14][N:15]3[C:19]4=[N:20][C:21]([C:24]5[CH:25]=[N:26][N:27]([CH3:29])[CH:28]=5)=[CH:22][N:23]=[C:18]4[N:17]=[N:16]3)[CH2:9]2)=[N:6][CH:7]=1.CC1(C)C(C)(C)OB([C:38]2[CH:53]=[CH:52][C:41]([CH2:42][N:43]3[CH2:48][CH2:47][N:46]([C:49](=[O:51])[CH3:50])[CH2:45][CH2:44]3)=[CH:40][CH:39]=2)O1.C([O-])([O-])=O.[K+].[K+]. The catalyst is O1CCOCC1.O.C1C=CC(P(C2C=CC=CC=2)[C-]2C=CC=C2)=CC=1.C1C=CC(P(C2C=CC=CC=2)[C-]2C=CC=C2)=CC=1.Cl[Pd]Cl.[Fe+2]. The product is [CH3:29][N:27]1[CH:28]=[C:24]([C:21]2[N:20]=[C:19]3[N:15]([CH2:14][C@H:10]4[CH2:11][CH2:12][CH2:13][N:8]([C:5]5[N:4]=[CH:3][C:2]([C:38]6[CH:53]=[CH:52][C:41]([CH2:42][N:43]7[CH2:48][CH2:47][N:46]([C:49](=[O:51])[CH3:50])[CH2:45][CH2:44]7)=[CH:40][CH:39]=6)=[CH:7][N:6]=5)[CH2:9]4)[N:16]=[N:17][C:18]3=[N:23][CH:22]=2)[CH:25]=[N:26]1. The yield is 0.740. (2) The product is [F:27][C:28]1[CH:3]=[CH:2][C:1]([CH2:4][N:5]2[C:10](=[O:11])[C:9]([CH2:12][O:13][S:14]([CH3:17])(=[O:16])=[O:15])=[CH:8][C:7]([C:18]3[CH:19]=[CH:20][C:21]4[O:25][CH2:24][CH2:23][C:22]=4[CH:26]=3)=[N:6]2)=[CH:30][CH:29]=1. The reactants are [CH:1]1([CH2:4][N:5]2[C:10](=[O:11])[C:9]([CH2:12][O:13][S:14]([CH3:17])(=[O:16])=[O:15])=[CH:8][C:7]([C:18]3[CH:19]=[CH:20][C:21]4[O:25][CH2:24][CH2:23][C:22]=4[CH:26]=3)=[N:6]2)[CH2:3][CH2:2]1.[F:27][C:28]1C=CC(CN2C(=O)C(CO)=CC(C3C=CC4OCCC=4C=3)=N2)=[CH:30][CH:29]=1. The yield is 0.786. No catalyst specified. (3) The reactants are [O:1]=[C:2]1[N:7]([CH2:8][CH2:9][CH:10]2[CH2:15][CH2:14][O:13][CH2:12][CH2:11]2)[C:6]2[N:16]=[C:17]([C:20]3[CH:25]=[CH:24][N:23]=[C:22]4[N:26](C(OC(C)(C)C)=O)[CH:27]=[CH:28][C:21]=34)[CH:18]=[N:19][C:5]=2[NH:4][CH2:3]1. The catalyst is Cl. The product is [NH:26]1[C:22]2=[N:23][CH:24]=[CH:25][C:20]([C:17]3[N:16]=[C:6]4[N:7]([CH2:8][CH2:9][CH:10]5[CH2:15][CH2:14][O:13][CH2:12][CH2:11]5)[C:2](=[O:1])[CH2:3][NH:4][C:5]4=[N:19][CH:18]=3)=[C:21]2[CH:28]=[CH:27]1. The yield is 0.630. (4) The reactants are [Br:1][C:2]1[C:7]([O:8]C)=[CH:6][C:5]([CH:10]=[CH:11][C:12]2[CH:17]=[CH:16][CH:15]=[CH:14][CH:13]=2)=[CH:4][C:3]=1[O:18]C.B(Br)(Br)Br. No catalyst specified. The product is [Br:1][C:2]1[C:7]([OH:8])=[CH:6][C:5]([CH:10]=[CH:11][C:12]2[CH:13]=[CH:14][CH:15]=[CH:16][CH:17]=2)=[CH:4][C:3]=1[OH:18]. The yield is 0.900. (5) The reactants are B(Cl)(Cl)Cl.C([O:12][N:13]1[C:19](=[O:20])[N:18]2[CH2:21][C@H:14]1[CH2:15][CH2:16][C@H:17]2[C:22]1[S:23][CH:24]=[N:25][N:26]=1)C1C=CC=CC=1.CO. The catalyst is C(Cl)Cl. The product is [OH:12][N:13]1[C:19](=[O:20])[N:18]2[CH2:21][C@H:14]1[CH2:15][CH2:16][C@H:17]2[C:22]1[S:23][CH:24]=[N:25][N:26]=1. The yield is 0.810. (6) The reactants are [CH2:1]([O:3][C:4](=[O:15])[C:5]1[CH:10]=[CH:9][C:8](I)=[C:7]([O:12][CH2:13][CH3:14])[CH:6]=1)[CH3:2].[F:16][C:17]1[CH:22]=[CH:21][C:20](B(O)O)=[CH:19][CH:18]=1.[O-]P([O-])([O-])=O.[K+].[K+].[K+]. The catalyst is CN(C=O)C.[Pd].C1(P(C2C=CC=CC=2)C2C=CC=CC=2)C=CC=CC=1.C1(P(C2C=CC=CC=2)C2C=CC=CC=2)C=CC=CC=1.C1(P(C2C=CC=CC=2)C2C=CC=CC=2)C=CC=CC=1.C1(P(C2C=CC=CC=2)C2C=CC=CC=2)C=CC=CC=1. The product is [CH2:1]([O:3][C:4]([C:5]1[CH:10]=[CH:9][C:8]([C:20]2[CH:21]=[CH:22][C:17]([F:16])=[CH:18][CH:19]=2)=[C:7]([O:12][CH2:13][CH3:14])[CH:6]=1)=[O:15])[CH3:2]. The yield is 0.750. (7) The reactants are Cl.[N+:2]([C:5]1[CH:6]=[C:7]2[C:11](=[CH:12][CH:13]=1)[CH2:10][CH:9](N)[CH2:8]2)([O-:4])=[O:3].C=O.[C:17]([BH3-])#[N:18].[Na+].[CH3:21]C(O)=O. The catalyst is ClCCCl. The product is [CH3:21][N:18]([CH3:17])[CH:9]1[CH2:8][C:7]2[C:11](=[CH:12][CH:13]=[C:5]([N+:2]([O-:4])=[O:3])[CH:6]=2)[CH2:10]1. The yield is 0.520. (8) The reactants are I[C:2]1[CH:3]=[N:4][CH:5]=[N:6][CH:7]=1.[F:8][C:9]([F:14])([F:13])[C:10]([OH:12])=[O:11].[Cl:15][C:16]1[C:17]([F:50])=[C:18]([C:23]2[N:24]=[CH:25][N:26]([C@@H:30]3[C:46]4[CH:47]=[C:42]([CH:43]=[CH:44][N:45]=4)[C:41]4[NH:40][N:39]=[CH:38][C:37]=4[NH:36][C:35](=[O:48])[C@H:34]([CH3:49])[CH2:33][CH2:32][CH2:31]3)[C:27](=[O:29])[CH:28]=2)[C:19]([F:22])=[CH:20][CH:21]=1. No catalyst specified. The product is [F:8][C:9]([F:14])([F:13])[C:10]([OH:12])=[O:11].[Cl:15][C:16]1[C:17]([F:50])=[C:18]([C:23]2[N:24]=[CH:25][N:26]([C@@H:30]3[C:46]4[CH:47]=[C:42]([CH:43]=[CH:44][N:45]=4)[C:41]4[C:37](=[CH:38][N:39]([C:2]5[CH:3]=[N:4][CH:5]=[N:6][CH:7]=5)[N:40]=4)[NH:36][C:35](=[O:48])[C@H:34]([CH3:49])[CH2:33][CH2:32][CH2:31]3)[C:27](=[O:29])[CH:28]=2)[C:19]([F:22])=[CH:20][CH:21]=1. The yield is 0.330.